From a dataset of Peptide-MHC class II binding affinity with 134,281 pairs from IEDB. Regression. Given a peptide amino acid sequence and an MHC pseudo amino acid sequence, predict their binding affinity value. This is MHC class II binding data. (1) The peptide sequence is AALTSKLDAAYKLAY. The MHC is DRB1_0301 with pseudo-sequence DRB1_0301. The binding affinity (normalized) is 0.486. (2) The peptide sequence is PELGMNASHCNEMSW. The MHC is HLA-DPA10301-DPB10402 with pseudo-sequence HLA-DPA10301-DPB10402. The binding affinity (normalized) is 0.136. (3) The peptide sequence is SRNSTHEMYWVSRASGNV. The MHC is DRB5_0101 with pseudo-sequence DRB5_0101. The binding affinity (normalized) is 0.224. (4) The peptide sequence is QKQLLTNHLINTPKI. The MHC is DRB5_0101 with pseudo-sequence DRB5_0101. The binding affinity (normalized) is 0.187. (5) The peptide sequence is AFTVVLSGGTLIDTL. The MHC is DRB3_0202 with pseudo-sequence DRB3_0202. The binding affinity (normalized) is 0.264. (6) The peptide sequence is MVVERLGDYLVEQGM. The MHC is HLA-DPA10103-DPB10301 with pseudo-sequence HLA-DPA10103-DPB10301. The binding affinity (normalized) is 0.456. (7) The peptide sequence is GYLQIVDKIDAAFKI. The MHC is DRB1_1201 with pseudo-sequence DRB1_1201. The binding affinity (normalized) is 0.698. (8) The peptide sequence is ALSDADWHFIADPAS. The MHC is HLA-DQA10301-DQB10302 with pseudo-sequence HLA-DQA10301-DQB10302. The binding affinity (normalized) is 0.241.